This data is from NCI-60 drug combinations with 297,098 pairs across 59 cell lines. The task is: Regression. Given two drug SMILES strings and cell line genomic features, predict the synergy score measuring deviation from expected non-interaction effect. Drug 1: CC1C(C(CC(O1)OC2CC(CC3=C2C(=C4C(=C3O)C(=O)C5=C(C4=O)C(=CC=C5)OC)O)(C(=O)C)O)N)O.Cl. Drug 2: CC12CCC3C(C1CCC2OP(=O)(O)O)CCC4=C3C=CC(=C4)OC(=O)N(CCCl)CCCl.[Na+]. Cell line: M14. Synergy scores: CSS=-0.282, Synergy_ZIP=0.637, Synergy_Bliss=-7.48, Synergy_Loewe=-15.7, Synergy_HSA=-7.79.